From a dataset of Reaction yield outcomes from USPTO patents with 853,638 reactions. Predict the reaction yield, written as a fraction of the theoretical maximum amount of product (1.0 means a 100% yield; for example, 0.34 means a 34% yield). (1) The reactants are [CH3:1][C:2]1[N:12]([CH2:13][C:14]2[CH:19]=[CH:18][C:17]([NH:20][CH2:21][CH:22]3[CH2:27][CH2:26][NH:25][CH2:24][CH2:23]3)=[CH:16][CH:15]=2)[C:5]2=[N:6][C:7]([CH3:11])=[CH:8][C:9]([CH3:10])=[C:4]2[N:3]=1.[CH3:28][C:29]([CH3:31])=O.C(O[BH-](OC(=O)C)OC(=O)C)(=O)C.[Na+].[OH-].[Na+]. The catalyst is ClCCCl. The product is [CH3:1][C:2]1[N:12]([CH2:13][C:14]2[CH:19]=[CH:18][C:17]([NH:20][CH2:21][CH:22]3[CH2:23][CH2:24][N:25]([CH:29]([CH3:31])[CH3:28])[CH2:26][CH2:27]3)=[CH:16][CH:15]=2)[C:5]2=[N:6][C:7]([CH3:11])=[CH:8][C:9]([CH3:10])=[C:4]2[N:3]=1. The yield is 0.520. (2) The reactants are [C:1]([O:5][C:6]([NH:8][C@H:9]([C:13]([O:15][CH2:16][CH:17]([CH2:19][OH:20])[OH:18])=[O:14])[CH:10]([CH3:12])[CH3:11])=[O:7])([CH3:4])([CH3:3])[CH3:2].[C:21]([NH:28][C@H:29]([C:33](O)=[O:34])[CH:30]([CH3:32])[CH3:31])([O:23][C:24]([CH3:27])([CH3:26])[CH3:25])=[O:22].C1CCC(N=C=NC2CCCCC2)CC1. The catalyst is CN(C1C=CN=CC=1)C.C(Cl)Cl.CN(C=O)C. The product is [C:1]([O:5][C:6]([NH:8][C@H:9]([C:13]([O:15][CH2:16][CH:17]([CH2:19][O:20][C:33](=[O:34])[C@H:29]([CH:30]([CH3:31])[CH3:32])[NH:28][C:21]([O:23][C:24]([CH3:25])([CH3:26])[CH3:27])=[O:22])[OH:18])=[O:14])[CH:10]([CH3:11])[CH3:12])=[O:7])([CH3:2])([CH3:4])[CH3:3]. The yield is 0.490. (3) The reactants are [CH2:1]([O:3][C:4]1[CH:5]=[C:6]([CH:12]([N:17]2[C:21](=[O:22])[C:20]3=[C:23]([N+:27]([O-:29])=[O:28])[CH:24]=[CH:25][CH:26]=[C:19]3[C:18]2=[O:30])[CH2:13][C:14](O)=[O:15])[CH:7]=[CH:8][C:9]=1[O:10][CH3:11])[CH3:2].Cl.[CH2:32]([O:39][NH2:40])[C:33]1[CH:38]=[CH:37][CH:36]=[CH:35][CH:34]=1. The catalyst is O1CCCC1. The product is [CH2:32]([O:39][NH:40][C:14](=[O:15])[CH2:13][CH:12]([C:6]1[CH:7]=[CH:8][C:9]([O:10][CH3:11])=[C:4]([O:3][CH2:1][CH3:2])[CH:5]=1)[N:17]1[C:21](=[O:22])[C:20]2=[C:23]([N+:27]([O-:29])=[O:28])[CH:24]=[CH:25][CH:26]=[C:19]2[C:18]1=[O:30])[C:33]1[CH:38]=[CH:37][CH:36]=[CH:35][CH:34]=1. The yield is 0.860. (4) The catalyst is C(#N)C. The yield is 0.830. The product is [F:18][C:2]([F:1])([F:17])[C:3]1[CH:4]=[CH:5][C:6]([O:9][C:10]2[CH:11]=[CH:12][C:13]([O:16][CH:20]([CH3:26])[C:21]([O:23][CH2:24][CH3:25])=[O:22])=[CH:14][CH:15]=2)=[N:7][CH:8]=1. The reactants are [F:1][C:2]([F:18])([F:17])[C:3]1[CH:4]=[CH:5][C:6]([O:9][C:10]2[CH:15]=[CH:14][C:13]([OH:16])=[CH:12][CH:11]=2)=[N:7][CH:8]=1.Br[CH:20]([CH3:26])[C:21]([O:23][CH2:24][CH3:25])=[O:22].C(=O)([O-])[O-].[K+].[K+]. (5) The yield is 0.800. The reactants are O[CH2:2][C@@H:3]([CH3:16])[CH2:4][N:5]1[C:10]2[CH:11]=[CH:12][CH:13]=[CH:14][C:9]=2[O:8][CH2:7][C:6]1=[O:15].C1(P(C2C=CC=CC=2)C2C=CC=CC=2)C=CC=CC=1.N1C=CN=C1.[I:41]I. The catalyst is C(Cl)(Cl)Cl. The product is [I:41][CH2:2][C@@H:3]([CH3:16])[CH2:4][N:5]1[C:10]2[CH:11]=[CH:12][CH:13]=[CH:14][C:9]=2[O:8][CH2:7][C:6]1=[O:15]. (6) The reactants are [OH:1][C:2]1[C:3](=[O:17])[NH:4][C:5](=[O:16])[N:6]([CH2:8][CH2:9][C:10]2[CH:15]=[CH:14][CH:13]=[CH:12][CH:11]=2)[N:7]=1.[CH3:18][OH:19]. The catalyst is C(OCC)(=O)C. The product is [OH:1][C:2]1[C:3](=[O:17])[NH:4][C:5](=[O:16])[N:6]([CH2:8][CH2:9][C:10]2[CH:15]=[CH:14][C:13]([O:19][CH3:18])=[CH:12][CH:11]=2)[N:7]=1. The yield is 0.620. (7) The reactants are [CH3:1][N:2]1[CH:7]=[CH:6][C:5](=[O:8])[NH:4][C:3]1=[O:9].[C:10]([O:14][C:15]([NH:17][C@H:18]([C:29]([O:31][CH3:32])=[O:30])[CH2:19][C:20]1[N:25]=[CH:24][C:23](B(O)O)=[CH:22][CH:21]=1)=[O:16])([CH3:13])([CH3:12])[CH3:11].C(N(CC)CC)C. The catalyst is C(Cl)Cl.C([O-])(=O)C.[Cu+2].C([O-])(=O)C. The product is [C:10]([O:14][C:15]([NH:17][C@H:18]([C:29]([O:31][CH3:32])=[O:30])[CH2:19][C:20]1[CH:21]=[CH:22][C:23]([N:4]2[C:5](=[O:8])[CH:6]=[CH:7][N:2]([CH3:1])[C:3]2=[O:9])=[CH:24][N:25]=1)=[O:16])([CH3:12])([CH3:13])[CH3:11]. The yield is 0.200.